From a dataset of Forward reaction prediction with 1.9M reactions from USPTO patents (1976-2016). Predict the product of the given reaction. (1) Given the reactants C([N:8](CC1C=CC=CC=1)[CH:9]1[CH2:14][CH2:13][CH:12]([O:15][CH2:16][C:17]([O:19][C:20]([CH3:23])([CH3:22])[CH3:21])=[O:18])[CH2:11][CH2:10]1)C1C=CC=CC=1.[H][H], predict the reaction product. The product is: [NH2:8][CH:9]1[CH2:14][CH2:13][CH:12]([O:15][CH2:16][C:17]([O:19][C:20]([CH3:23])([CH3:22])[CH3:21])=[O:18])[CH2:11][CH2:10]1. (2) Given the reactants C[O:2][C:3]([C:5]1[CH:31]=[CH:30][C:8]2[N:9]([CH:27]([CH3:29])[CH3:28])[C:10]([NH:12][C:13]3[S:14][C:15]4[CH:21]=[C:20]([O:22][C:23]([F:26])([F:25])[F:24])[CH:19]=[CH:18][C:16]=4[N:17]=3)=[N:11][C:7]=2[CH:6]=1)=[O:4].[OH-].[Li+].CO, predict the reaction product. The product is: [CH:27]([N:9]1[C:8]2[CH:30]=[CH:31][C:5]([C:3]([OH:4])=[O:2])=[CH:6][C:7]=2[N:11]=[C:10]1[NH:12][C:13]1[S:14][C:15]2[CH:21]=[C:20]([O:22][C:23]([F:24])([F:26])[F:25])[CH:19]=[CH:18][C:16]=2[N:17]=1)([CH3:29])[CH3:28].